This data is from Orexin1 receptor HTS with 218,158 compounds and 233 confirmed actives. The task is: Binary Classification. Given a drug SMILES string, predict its activity (active/inactive) in a high-throughput screening assay against a specified biological target. The compound is s1c(C(=O)NC2CCCCC2)c(nc1N1CCOCC1)c1ccccc1. The result is 0 (inactive).